Dataset: Forward reaction prediction with 1.9M reactions from USPTO patents (1976-2016). Task: Predict the product of the given reaction. (1) The product is: [Cl:10][C:4]1[CH:5]=[C:6]([OH:9])[CH:7]=[CH:8][C:3]=1[NH:2][C:21]1[C:20](=[O:23])[CH:19]=[C:18]([N:13]([CH2:14][CH2:15][OH:24])[CH3:12])[C:17](=[O:16])[CH:22]=1. Given the reactants Cl.[NH2:2][C:3]1[CH:8]=[CH:7][C:6]([OH:9])=[CH:5][C:4]=1[Cl:10].Br.[CH3:12][N:13]1[C:18]2[CH:19]=[C:20]([OH:23])[CH:21]=[CH:22][C:17]=2[O:16][CH2:15][CH2:14]1.[OH:24]O, predict the reaction product. (2) The product is: [F:18][C:19]([F:32])([F:33])[C:20]1[CH:21]=[C:22]([CH:25]=[C:26]([C:28]([F:31])([F:29])[F:30])[CH:27]=1)[CH2:23][N:12]1[C:13]([CH3:17])([CH3:16])[C:14](=[O:15])[N:11]1[CH:2]1[CH:3]2[CH2:4][CH:5]3[CH2:6][CH:7]([CH2:8][CH:1]1[CH2:10]3)[CH2:9]2. Given the reactants [CH:1]12[CH2:10][CH:5]3[CH2:6][CH:7]([CH2:9][CH:3]([CH2:4]3)[CH:2]1[N:11]1[C:14](=[O:15])[C:13]([CH3:17])([CH3:16])[NH:12]1)[CH2:8]2.[F:18][C:19]([F:33])([F:32])[C:20]1[CH:21]=[C:22]([CH:25]=[C:26]([C:28]([F:31])([F:30])[F:29])[CH:27]=1)[CH2:23]Br, predict the reaction product. (3) Given the reactants [CH2:1]([C:3]1[CH:4]=[C:5]2[C:9](=[CH:10][CH:11]=1)[CH2:8][C:7]([NH:13][C:14](=[O:21])[C:15]1[CH:20]=[CH:19][CH:18]=[CH:17][CH:16]=1)([CH3:12])[CH2:6]2)[CH3:2].[C:22]([C:25]1[CH:26]=[C:27]2[C:31](=[CH:32][CH:33]=1)[CH2:30][C:29]([NH:35][C:36](=[O:43])[C:37]1[CH:42]=[CH:41][CH:40]=[CH:39][CH:38]=1)([CH3:34])[CH2:28]2)(=[O:24])[CH3:23], predict the reaction product. The product is: [C:22]([C:11]1[CH:10]=[C:9]2[C:5](=[CH:4][C:3]=1[CH2:1][CH3:2])[CH2:6][C:7]([NH:13][C:14](=[O:21])[C:15]1[CH:16]=[CH:17][CH:18]=[CH:19][CH:20]=1)([CH3:12])[CH2:8]2)(=[O:24])[CH3:23].[CH2:22]([C:25]1[CH:26]=[C:27]2[C:31](=[CH:32][CH:33]=1)[CH2:30][C:29]([NH:35][C:36](=[O:43])[C:37]1[CH:38]=[CH:39][CH:40]=[CH:41][CH:42]=1)([CH3:34])[CH2:28]2)[CH3:23]. (4) Given the reactants [Cl:1][C:2]1[CH:3]=[C:4]([C:9]2[CH:30]=[CH:29][C:12]3[NH:13][C:14]([NH:16][C:17]([C:19]4[N:20]=[C:21]5[CH:26]=[CH:25][C:24](Cl)=[N:23][N:22]5[CH:28]=4)=[O:18])=[N:15][C:11]=3[CH:10]=2)[CH:5]=[C:6]([F:8])[CH:7]=1.[NH:31]1[CH2:36][CH2:35][CH:34]([OH:37])[CH2:33][CH2:32]1.O, predict the reaction product. The product is: [Cl:1][C:2]1[CH:3]=[C:4]([C:9]2[CH:30]=[CH:29][C:12]3[NH:13][C:14]([NH:16][C:17]([C:19]4[N:20]=[C:21]5[CH:26]=[CH:25][C:24]([N:31]6[CH2:36][CH2:35][CH:34]([OH:37])[CH2:33][CH2:32]6)=[N:23][N:22]5[CH:28]=4)=[O:18])=[N:15][C:11]=3[CH:10]=2)[CH:5]=[C:6]([F:8])[CH:7]=1. (5) Given the reactants [OH:1][C:2]1[CH:3]=[C:4]([CH:14]=[C:15]([O:17][CH2:18][C:19]2[CH:24]=[CH:23][CH:22]=[CH:21][CH:20]=2)[CH:16]=1)[C:5]([NH:7][C:8]1[CH:12]=[CH:11][N:10]([CH3:13])[N:9]=1)=[O:6].CC1C=CC(S(O[C@H:36]2[CH2:40][CH2:39][O:38][CH2:37]2)(=O)=O)=CC=1.C(=O)([O-])[O-].[K+].[K+], predict the reaction product. The product is: [CH3:13][N:10]1[CH:11]=[CH:12][C:8]([NH:7][C:5](=[O:6])[C:4]2[CH:3]=[C:2]([O:1][C@@H:36]3[CH2:40][CH2:39][O:38][CH2:37]3)[CH:16]=[C:15]([O:17][CH2:18][C:19]3[CH:24]=[CH:23][CH:22]=[CH:21][CH:20]=3)[CH:14]=2)=[N:9]1. (6) Given the reactants [OH:1][C@:2]1([C@:23]2([CH3:24])[C@H:9]([C@H:10]3[C:20](=[CH:21][CH2:22]2)[C@:18]2([CH3:19])[C:13](=[CH:14][C:15](=[O:25])[CH2:16][CH2:17]2)[CH2:12][CH2:11]3)[CH2:8][CH2:7]1)[C:3](=[O:6])[CH2:4][OH:5].[C:26](OCC(F)(F)F)(=[O:30])[CH2:27][CH2:28][CH3:29], predict the reaction product. The product is: [OH:1][C@:2]1([C@:23]2([CH3:24])[C@H:9]([C@H:10]3[C:20](=[CH:21][CH2:22]2)[C@:18]2([CH3:19])[C:13](=[CH:14][C:15](=[O:25])[CH2:16][CH2:17]2)[CH2:12][CH2:11]3)[CH2:8][CH2:7]1)[C:3](=[O:6])[CH2:4][O:5][C:26](=[O:30])[CH2:27][CH2:28][CH3:29]. (7) Given the reactants Br[C:2]1[C:3]([F:33])=[CH:4][C:5]2[CH:11]3[CH2:12][CH:9]([CH2:10]3)[N:8]3[C:13]([CH:19]([OH:31])[C:20]4[N:24]([CH:25]5[CH2:30][CH2:29][CH2:28][CH2:27][O:26]5)[N:23]=[CH:22][CH:21]=4)=[C:14]([C:16]([NH2:18])=[O:17])[N:15]=[C:7]3[C:6]=2[CH:32]=1.[C:34]([C:36]1([OH:41])[CH2:40][CH2:39][CH2:38][CH2:37]1)#[CH:35].C(NC(C)C)(C)C, predict the reaction product. The product is: [F:33][C:3]1[C:2]([C:35]#[C:34][C:36]2([OH:41])[CH2:40][CH2:39][CH2:38][CH2:37]2)=[CH:32][C:6]2[C:7]3[N:8]([C:13]([CH:19]([OH:31])[C:20]4[N:24]([CH:25]5[CH2:30][CH2:29][CH2:28][CH2:27][O:26]5)[N:23]=[CH:22][CH:21]=4)=[C:14]([C:16]([NH2:18])=[O:17])[N:15]=3)[CH:9]3[CH2:10][CH:11]([C:5]=2[CH:4]=1)[CH2:12]3. (8) The product is: [N:13]1[CH:14]=[CH:15][CH:16]=[CH:17][C:12]=1[CH2:11][CH2:10][C:7]1[N:8]=[CH:9][C:4]([NH2:1])=[CH:5][CH:6]=1. Given the reactants [N+:1]([C:4]1[CH:5]=[CH:6][C:7]([C:10]#[C:11][C:12]2[CH:17]=[CH:16][CH:15]=[CH:14][N:13]=2)=[N:8][CH:9]=1)([O-])=O.[H][H], predict the reaction product.